Dataset: Catalyst prediction with 721,799 reactions and 888 catalyst types from USPTO. Task: Predict which catalyst facilitates the given reaction. (1) Reactant: [NH2:1][C@H:2]([C:6]1[CH:13]=[CH:12][C:9]([C:10]#[N:11])=[CH:8][CH:7]=1)[CH2:3][CH2:4][OH:5].[C:14]([O:18][C:19]([NH:21][C:22]1([C:37](O)=[O:38])[CH2:27][CH2:26][N:25]([C:28]2[C:29]3[CH:36]=[CH:35][NH:34][C:30]=3[N:31]=[CH:32][N:33]=2)[CH2:24][CH2:23]1)=[O:20])([CH3:17])([CH3:16])[CH3:15].CCN(C(C)C)C(C)C.F[P-](F)(F)(F)(F)F.N1(OC(N(C)C)=[N+](C)C)C2N=CC=CC=2N=N1. Product: [C:10]([C:9]1[CH:8]=[CH:7][C:6]([C@@H:2]([NH:1][C:37]([C:22]2([NH:21][C:19](=[O:20])[O:18][C:14]([CH3:16])([CH3:15])[CH3:17])[CH2:23][CH2:24][N:25]([C:28]3[C:29]4[CH:36]=[CH:35][NH:34][C:30]=4[N:31]=[CH:32][N:33]=3)[CH2:26][CH2:27]2)=[O:38])[CH2:3][CH2:4][OH:5])=[CH:13][CH:12]=1)#[N:11]. The catalyst class is: 44. (2) Reactant: [CH3:1][O:2][C:3]1[C:12]2[O:11][CH2:10][O:9][CH2:8][C:7]=2[CH:6]=[C:5]([CH:13]([NH:26][C:27]2[CH:32]=[CH:31][C:30]([C:33]3[N:37]=C(C)O[N:34]=3)=[CH:29][CH:28]=2)[C:14]2[NH:15][C:16](=[O:25])[N:17]([C:19]3[N:24]=[CH:23][CH:22]=[CH:21][N:20]=3)[N:18]=2)[CH:4]=1.O.[C:40]([OH:43])(=[O:42])[CH3:41]. Product: [C:40]([OH:43])(=[O:42])[CH3:41].[CH3:1][O:2][C:3]1[C:12]2[O:11][CH2:10][O:9][CH2:8][C:7]=2[CH:6]=[C:5]([CH:13]([NH:26][C:27]2[CH:32]=[CH:31][C:30]([C:33]([NH2:37])=[NH:34])=[CH:29][CH:28]=2)[C:14]2[NH:15][C:16](=[O:25])[N:17]([C:19]3[N:20]=[CH:21][CH:22]=[CH:23][N:24]=3)[N:18]=2)[CH:4]=1. The catalyst class is: 415. (3) Reactant: [Cl:1][C:2]1[CH:3]=[CH:4][C:5]([O:8][C@H:9]2[C@H:13]3[CH2:14][NH:15][CH2:16][CH2:17][N:12]3[CH2:11][CH2:10]2)=[N:6][CH:7]=1.F[C:19]1[CH:24]=[CH:23][CH:22]=[C:21]([C:25]([F:28])([F:27])[F:26])[N:20]=1.C(N(CC)C(C)C)(C)C. Product: [Cl:1][C:2]1[CH:3]=[CH:4][C:5]([O:8][C@H:9]2[C@H:13]3[CH2:14][N:15]([C:19]4[CH:24]=[CH:23][CH:22]=[C:21]([C:25]([F:28])([F:27])[F:26])[N:20]=4)[CH2:16][CH2:17][N:12]3[CH2:11][CH2:10]2)=[N:6][CH:7]=1. The catalyst class is: 16.